From a dataset of Reaction yield outcomes from USPTO patents with 853,638 reactions. Predict the reaction yield, written as a fraction of the theoretical maximum amount of product (1.0 means a 100% yield; for example, 0.34 means a 34% yield). (1) The reactants are [Br:1][C:2]1[CH:11]=[CH:10][C:5]([C:6]([O:8][CH3:9])=[O:7])=[CH:4][C:3]=1[CH:12]=[O:13].[BH4-].[Na+]. The catalyst is CO.CCOC(C)=O. The product is [Br:1][C:2]1[CH:11]=[CH:10][C:5]([C:6]([O:8][CH3:9])=[O:7])=[CH:4][C:3]=1[CH2:12][OH:13]. The yield is 0.970. (2) No catalyst specified. The reactants are [C:1]1([C:7]2[S:8][C:9]([CH2:12][CH2:13][NH2:14])=[CH:10][N:11]=2)[CH:6]=[CH:5][CH:4]=[CH:3][CH:2]=1.[F:15][C:16]([F:32])([F:31])[C:17]1[O:21][N:20]=[C:19]([C:22]2[CH:23]=[C:24]([CH:28]=[CH:29][CH:30]=2)[C:25](O)=[O:26])[N:18]=1. The yield is 0.270. The product is [C:1]1([C:7]2[S:8][C:9]([CH2:12][CH2:13][NH:14][C:25](=[O:26])[C:24]3[CH:28]=[CH:29][CH:30]=[C:22]([C:19]4[N:18]=[C:17]([C:16]([F:32])([F:31])[F:15])[O:21][N:20]=4)[CH:23]=3)=[CH:10][N:11]=2)[CH:2]=[CH:3][CH:4]=[CH:5][CH:6]=1.